From a dataset of Forward reaction prediction with 1.9M reactions from USPTO patents (1976-2016). Predict the product of the given reaction. (1) Given the reactants [CH:1]1[C:14]2[CH:13]=[CH:12][C:11]3[C:6](=[CH:7][CH:8]=[CH:9][CH:10]=3)[C:5]=2[CH:4]=[C:3]([C:15](=[O:17])[CH3:16])[CH:2]=1.[C:18](OCC)(=[O:24])[C:19]([O:21][CH2:22]C)=[O:20].[H-].[Na+].Cl, predict the reaction product. The product is: [OH:17]/[C:15](/[C:3]1[CH:2]=[CH:1][C:14]2[CH:13]=[CH:12][C:11]3[C:6]([C:5]=2[CH:4]=1)=[CH:7][CH:8]=[CH:9][CH:10]=3)=[CH:16]\[C:18](=[O:24])[C:19]([O:21][CH3:22])=[O:20]. (2) Given the reactants [CH3:1][C:2]1([CH3:21])[O:7][CH2:6][C:5](=[CH:8][CH2:9][N:10]2[CH:18]=[N:17][C:16]3[C:11]2=[N:12][C:13]([NH2:20])=[N:14][C:15]=3[Cl:19])[CH2:4][O:3]1, predict the reaction product. The product is: [NH2:20][C:13]1[N:12]=[C:11]2[C:16]([N:17]=[CH:18][N:10]2[CH2:9][CH2:8][CH:5]2[CH2:4][O:3][C:2]([CH3:1])([CH3:21])[O:7][CH2:6]2)=[C:15]([Cl:19])[N:14]=1. (3) Given the reactants [NH2:1][C:2]1[N:7]=[C:6]([N:8]2[C:16]3[C:11](=[CH:12][CH:13]=[C:14]([I:17])[CH:15]=3)[C:10]([C:18]([OH:20])=O)=[N:9]2)[CH:5]=[CH:4][N:3]=1.S(Cl)(Cl)=O.[NH:25]1[CH2:30][CH2:29][O:28][CH2:27][CH2:26]1.C(=O)([O-])[O-].[Na+].[Na+], predict the reaction product. The product is: [I:17][C:14]1[CH:15]=[C:16]2[C:11]([C:10]([C:18]([N:25]3[CH2:30][CH2:29][O:28][CH2:27][CH2:26]3)=[O:20])=[N:9][N:8]2[C:6]2[CH:5]=[CH:4][N:3]=[C:2]([NH2:1])[N:7]=2)=[CH:12][CH:13]=1. (4) Given the reactants [O:1]=[C:2]1[N:6]2[CH2:7][C@H:8]([C:11]([OH:13])=O)[CH2:9][CH2:10][C@H:5]2[CH:4]([CH:14]=[CH2:15])[O:3]1.C(Cl)(C(Cl)=O)=O.Cl.[Cl:23][C:24]1[C:25]([CH2:30][NH2:31])=[N:26][CH:27]=[CH:28][N:29]=1.CCN(CC)CC, predict the reaction product. The product is: [Cl:23][C:24]1[C:25]([CH2:30][NH:31][C:11]([C@H:8]2[CH2:7][N:6]3[C:2](=[O:1])[O:3][CH:4]([CH:14]=[CH2:15])[C@@H:5]3[CH2:10][CH2:9]2)=[O:13])=[N:26][CH:27]=[CH:28][N:29]=1.